Dataset: Reaction yield outcomes from USPTO patents with 853,638 reactions. Task: Predict the reaction yield, written as a fraction of the theoretical maximum amount of product (1.0 means a 100% yield; for example, 0.34 means a 34% yield). (1) The reactants are C([O:3][C:4]([C:6]1[CH:7]=[C:8]2[C:13](=[CH:14][CH:15]=1)[NH:12][CH:11]([C:16]1[CH:21]=[CH:20][CH:19]=[C:18]([NH:22][C:23]([C:26]([O:28]C)=[O:27])([CH3:25])[CH3:24])[CH:17]=1)[C:10]([CH3:31])([CH3:30])[CH2:9]2)=[O:5])C.Cl. The catalyst is CO.O1CCCC1.[OH-].[Na+].O. The product is [C:26]([C:23]([NH:22][C:18]1[CH:17]=[C:16]([CH:11]2[C:10]([CH3:30])([CH3:31])[CH2:9][C:8]3[C:13](=[CH:14][CH:15]=[C:6]([C:4]([OH:5])=[O:3])[CH:7]=3)[NH:12]2)[CH:21]=[CH:20][CH:19]=1)([CH3:25])[CH3:24])([OH:28])=[O:27]. The yield is 0.0400. (2) The reactants are [F:1][C:2]1[CH:7]=[CH:6][C:5]([CH:8]2[CH2:12][CH2:11][NH:10][CH2:9]2)=[CH:4][CH:3]=1.[CH3:13][C:14]([O:17][C:18](O[C:18]([O:17][C:14]([CH3:16])([CH3:15])[CH3:13])=[O:19])=[O:19])([CH3:16])[CH3:15].C([O-])(O)=O.[Na+]. The catalyst is C1COCC1.CCOC(C)=O. The product is [C:14]([O:17][C:18]([N:10]1[CH2:11][CH2:12][CH:8]([C:5]2[CH:4]=[CH:3][C:2]([F:1])=[CH:7][CH:6]=2)[CH2:9]1)=[O:19])([CH3:16])([CH3:15])[CH3:13]. The yield is 0.820. (3) The reactants are C([O-])(O)=O.[Na+].Cl.[NH2:7][C@@H:8]([CH2:24][C:25]1[CH:30]=[CH:29][C:28]([OH:31])=[C:27]([OH:32])[CH:26]=1)[C:9]([O:11][CH2:12][C@H:13]([O:15][C:16]([C:18]1[CH:23]=[CH:22][CH:21]=[CH:20][CH:19]=1)=[O:17])[CH3:14])=[O:10].[CH3:33][S:34]([OH:37])(=[O:36])=[O:35].C(OCC)(=O)C. The catalyst is O. The product is [S:34]([OH:37])(=[O:36])(=[O:35])[CH3:33].[NH2:7][C@@H:8]([CH2:24][C:25]1[CH:30]=[CH:29][C:28]([OH:31])=[C:27]([OH:32])[CH:26]=1)[C:9]([O:11][CH2:12][C@H:13]([O:15][C:16]([C:18]1[CH:23]=[CH:22][CH:21]=[CH:20][CH:19]=1)=[O:17])[CH3:14])=[O:10]. The yield is 1.00. (4) The reactants are [CH3:1][O:2][C:3]([C@H:5]1[CH2:9][O:8]C(C)(C)[O:6]1)=[O:4].Cl.O1CCOCC1.N1C=CN=C1.[C:24]([Si:28](Cl)([CH3:30])[CH3:29])([CH3:27])([CH3:26])[CH3:25]. The catalyst is CO.C(OCC)(=O)C. The product is [CH3:1][O:2][C:3](=[O:4])[C@H:5]([OH:6])[CH2:9][O:8][Si:28]([C:24]([CH3:27])([CH3:26])[CH3:25])([CH3:30])[CH3:29]. The yield is 0.630. (5) The reactants are [Cl:1][C:2]1[CH:7]=[CH:6][C:5]([CH:8]([CH2:13]C(OC(C)(C)C)=O)[C:9]([O:11][CH3:12])=[O:10])=[CH:4][CH:3]=1.[C:21]([OH:27])(C(F)(F)F)=[O:22].C1(P([N:42]=[N+]=[N-])(C2C=CC=CC=2)=O)C=CC=CC=1.C(N(CC)CC)C.[N-]=[N+]=[N-].[C:55]1([CH3:61])[CH:60]=CC=C[CH:56]=1. The catalyst is C(Cl)Cl.C(O)(C)(C)C.Cl[Sn](Cl)(Cl)Cl. The product is [C:55]([O:27][C:21]([NH:42][CH2:13][CH:8]([C:5]1[CH:4]=[CH:3][C:2]([Cl:1])=[CH:7][CH:6]=1)[C:9]([O:11][CH3:12])=[O:10])=[O:22])([CH3:61])([CH3:60])[CH3:56]. The yield is 0.790. (6) The reactants are [C:1]([O:7][CH2:8][CH3:9])(=[O:6])[CH2:2][C:3]([O-:5])=O.C1C=CC2N(O)N=NC=2C=1.CCN=C=NCCCN(C)C.Cl.[C:32]1([C:39]2[CH:44]=[CH:43][CH:42]=[CH:41][CH:40]=2)[CH:37]=[CH:36][C:35]([NH2:38])=[CH:34][CH:33]=1. The catalyst is CN(C=O)C.CN(C1C=CN=CC=1)C.O. The product is [CH2:8]([O:7][C:1](=[O:6])[CH2:2][C:3]([NH:38][C:35]1[CH:34]=[CH:33][C:32]([C:39]2[CH:44]=[CH:43][CH:42]=[CH:41][CH:40]=2)=[CH:37][CH:36]=1)=[O:5])[CH3:9]. The yield is 0.940. (7) The reactants are [C:1]([C:3]1[C:8]([CH3:9])=[CH:7][CH:6]=[CH:5][C:4]=1[S:10](Cl)(=[O:12])=[O:11])#[N:2].[NH:14]1[CH:18]=[CH:17][N:16]=[CH:15]1.C(N(CC)CC)C.[Cl-].[NH4+]. The catalyst is ClCCl. The product is [CH3:9][C:8]1[CH:7]=[CH:6][CH:5]=[C:4]([S:10]([N:14]2[CH:18]=[CH:17][N:16]=[CH:15]2)(=[O:12])=[O:11])[C:3]=1[C:1]#[N:2]. The yield is 0.270. (8) The reactants are [N+:1]([C:4]1[CH:12]=[CH:11][C:7]([C:8]([OH:10])=O)=[CH:6][CH:5]=1)([O-:3])=[O:2].[CH3:13][N:14]([CH:16]=O)[CH3:15].C1C=CC2N(O)N=NC=2C=1.C[CH2:29][N:30]=[C:31]=NCCCN(C)C.Cl. The catalyst is O. The yield is 0.950. The product is [CH3:13][N:14]1[CH2:16][CH2:31][N:30]([C:8]([C:7]2[CH:6]=[CH:5][C:4]([N+:1]([O-:3])=[O:2])=[CH:12][CH:11]=2)=[O:10])[CH2:29][CH2:15]1. (9) The reactants are C1(P(=O)(C2C=CC=CC=2)C2C=CC=CC=2)C=CC=CC=1.FC(F)(F)C(OC(=O)C(F)(F)F)=O.C([S:41][CH:42]([CH:64]([O:67][CH3:68])[O:65][CH3:66])[CH2:43][NH:44][C:45]([C:47]1[NH:48][C:49]2[C:54]([CH:55]=1)=[CH:53][C:52]([O:56][CH2:57][CH2:58][O:59][CH3:60])=[CH:51][C:50]=2[N+:61]([O-:63])=[O:62])=O)C1C=CC=CC=1.C1(SC)C=CC=CC=1. The catalyst is ClCCl.CCCCCC.C(OCC)(=O)C.O. The product is [CH3:66][O:65][CH:64]([O:67][CH3:68])[CH:42]1[S:41][C:45]([C:47]2[NH:48][C:49]3[C:54]([CH:55]=2)=[CH:53][C:52]([O:56][CH2:57][CH2:58][O:59][CH3:60])=[CH:51][C:50]=3[N+:61]([O-:63])=[O:62])=[N:44][CH2:43]1. The yield is 0.970.